From a dataset of Catalyst prediction with 721,799 reactions and 888 catalyst types from USPTO. Predict which catalyst facilitates the given reaction. (1) Reactant: [BH4-].[Na+].[F:3][C:4]1[CH:5]=[C:6]([C:11](=[O:36])[CH2:12][CH2:13][N:14]2[CH2:19][CH2:18][CH:17]([N:20]([CH2:34][CH3:35])[C:21](=[O:33])[CH2:22][C:23]3[CH:28]=[CH:27][C:26]([S:29]([CH3:32])(=[O:31])=[O:30])=[CH:25][CH:24]=3)[CH2:16][CH2:15]2)[CH:7]=[CH:8][C:9]=1[F:10]. Product: [F:3][C:4]1[CH:5]=[C:6]([CH:11]([OH:36])[CH2:12][CH2:13][N:14]2[CH2:19][CH2:18][CH:17]([N:20]([CH2:34][CH3:35])[C:21](=[O:33])[CH2:22][C:23]3[CH:24]=[CH:25][C:26]([S:29]([CH3:32])(=[O:31])=[O:30])=[CH:27][CH:28]=3)[CH2:16][CH2:15]2)[CH:7]=[CH:8][C:9]=1[F:10]. The catalyst class is: 8. (2) Reactant: COC1C=C(OC)C=CC=1C[N:6]1[C:11](=[O:12])[C:10]([CH2:13][C:14]2[CH:19]=[CH:18][C:17]([C:20]3[CH:25]=[CH:24][CH:23]=[CH:22][C:21]=3[C:26]3[NH:30][C:29](=[O:31])[O:28][N:27]=3)=[CH:16][C:15]=2[F:32])=[C:9]([CH2:33][CH2:34][CH3:35])[N:8]2[N:36]=[CH:37][N:38]=[C:7]12.FC(F)(F)C(O)=O. Product: [F:32][C:15]1[CH:16]=[C:17]([C:20]2[CH:25]=[CH:24][CH:23]=[CH:22][C:21]=2[C:26]2[NH:30][C:29](=[O:31])[O:28][N:27]=2)[CH:18]=[CH:19][C:14]=1[CH2:13][C:10]1[C:11](=[O:12])[NH:6][C:7]2[N:8]([N:36]=[CH:37][N:38]=2)[C:9]=1[CH2:33][CH2:34][CH3:35]. The catalyst class is: 11.